This data is from Forward reaction prediction with 1.9M reactions from USPTO patents (1976-2016). The task is: Predict the product of the given reaction. (1) Given the reactants [NH2:1][C:2](=[O:44])[CH2:3][O:4][C:5]1[C:6]([C:22]([C:25]2[N:29](COCC[Si](C)(C)C)[C:28]3[CH:38]=[CH:39][C:40]([C:42]#[N:43])=[CH:41][C:27]=3[N:26]=2)([OH:24])[CH3:23])=[C:7]2[C:11](=[C:12]([CH3:14])[CH:13]=1)[N:10](C(OC(C)(C)C)=O)[CH:9]=[CH:8]2.NC(=O)COC1C(C(C2N(COCC[Si](C)(C)C)C3C=C(C#N)C=CC=3N=2)(O)C)=C2C(=C(C)C=1)N(C(OC(C)(C)C)=O)C=C2, predict the reaction product. The product is: [C:42]([C:40]1[CH:39]=[CH:38][C:28]2[NH:29][C:25]([C:22]([C:6]3[C:5]([O:4][CH2:3][C:2]([NH2:1])=[O:44])=[CH:13][C:12]([CH3:14])=[C:11]4[C:7]=3[CH:8]=[CH:9][NH:10]4)([OH:24])[CH3:23])=[N:26][C:27]=2[CH:41]=1)#[N:43]. (2) Given the reactants [Br:1][C:2]1[CH:7]=[CH:6][C:5]([OH:8])=[CH:4][C:3]=1[O:9][CH3:10].[CH3:11][O:12][C:13](=[O:27])[CH:14](OS(C1C=CC(C)=CC=1)(=O)=O)[CH3:15].C([O-])([O-])=O.[K+].[K+], predict the reaction product. The product is: [CH3:11][O:12][C:13](=[O:27])[CH:14]([O:8][C:5]1[CH:6]=[CH:7][C:2]([Br:1])=[C:3]([O:9][CH3:10])[CH:4]=1)[CH3:15]. (3) Given the reactants [Cl:1][C:2]1[CH:3]=[C:4]([CH:13]=[CH:14][C:15]=1[C:16]1[N:20]=[C:19]([C:21]2[CH:22]=[N:23][C:24]([O:28][CH:29]([CH3:31])[CH3:30])=[C:25]([Cl:27])[CH:26]=2)[O:18][N:17]=1)[O:5][CH:6]1[CH2:9][CH:8]([C:10]([OH:12])=[O:11])[CH2:7]1.[NH:32]([CH2:34][C@@H:35]([C@H:37]([C@@H:39]([C@@H:41]([CH2:43][OH:44])[OH:42])[OH:40])[OH:38])[OH:36])[CH3:33], predict the reaction product. The product is: [NH:32]([CH2:34][C@@H:35]([C@H:37]([C@@H:39]([C@@H:41]([CH2:43][OH:44])[OH:42])[OH:40])[OH:38])[OH:36])[CH3:33].[Cl:1][C:2]1[CH:3]=[C:4]([CH:13]=[CH:14][C:15]=1[C:16]1[N:20]=[C:19]([C:21]2[CH:22]=[N:23][C:24]([O:28][CH:29]([CH3:31])[CH3:30])=[C:25]([Cl:27])[CH:26]=2)[O:18][N:17]=1)[O:5][CH:6]1[CH2:9][CH:8]([C:10]([OH:12])=[O:11])[CH2:7]1. (4) Given the reactants [C:1]([N:20]1[CH:24]=[C:23]([CH:25]=[CH:26][CH2:27][CH2:28][CH2:29][N:30]2[C:38](=[O:39])[C:37]3[C:32](=[CH:33][CH:34]=[CH:35][CH:36]=3)[C:31]2=[O:40])[N:22]=[CH:21]1)([C:14]1[CH:19]=[CH:18][CH:17]=[CH:16][CH:15]=1)([C:8]1[CH:13]=[CH:12][CH:11]=[CH:10][CH:9]=1)[C:2]1[CH:7]=[CH:6][CH:5]=[CH:4][CH:3]=1, predict the reaction product. The product is: [C:1]([N:20]1[CH:24]=[C:23]([CH2:25][CH2:26][CH2:27][CH2:28][CH2:29][N:30]2[C:38](=[O:39])[C:37]3[C:32](=[CH:33][CH:34]=[CH:35][CH:36]=3)[C:31]2=[O:40])[N:22]=[CH:21]1)([C:8]1[CH:13]=[CH:12][CH:11]=[CH:10][CH:9]=1)([C:14]1[CH:15]=[CH:16][CH:17]=[CH:18][CH:19]=1)[C:2]1[CH:7]=[CH:6][CH:5]=[CH:4][CH:3]=1. (5) Given the reactants [NH:1]1[CH2:6][CH2:5][NH:4][CH2:3][CH2:2]1.C(=O)([O-])[O-].[K+].[K+].Cl.F[C:15]1[CH:24]=[C:23]([F:25])[CH:22]=[C:21]2[C:16]=1[CH:17]=[CH:18][C:19]([CH3:26])=[N:20]2.CS(C)=O, predict the reaction product. The product is: [CH3:26][C:19]1[CH:18]=[CH:17][C:16]2[C:21](=[CH:22][C:23]([F:25])=[CH:24][C:15]=2[N:1]2[CH2:6][CH2:5][NH:4][CH2:3][CH2:2]2)[N:20]=1. (6) Given the reactants [N:1]1[CH:2]=[C:3]([C:10]2[C:14](=[O:15])[NH:13][C:12](=[O:16])[C:11]=2[C:17]2[C:23]3[CH:24]=[C:25]([F:41])[CH:26]=[C:27]4[CH:28](CC[O-])[CH:29]([C:30]([N:32]5[CH2:37][CH2:36][CH2:35][CH2:34][CH2:33]5)=[O:31])[N:21]([C:22]=34)[CH2:20][CH2:19][N:18]=2)[N:4]2[CH:9]=[CH:8][CH:7]=[CH:6][C:5]=12.Cl.[OH-:43].[Na+], predict the reaction product. The product is: [OH2:15].[OH2:43].[N:1]1[CH:2]=[C:3]([C:10]2[C:14](=[O:15])[NH:13][C:12](=[O:16])[C:11]=2[C:17]2[C:23]3[CH:24]=[C:25]([F:41])[CH:26]=[C:27]4[CH2:28][CH:29]([C:30]([N:32]5[CH2:33][CH2:34][CH2:35][CH2:36][CH2:37]5)=[O:31])[N:21]([C:22]=34)[CH2:20][CH2:19][N:18]=2)[N:4]2[CH:9]=[CH:8][CH:7]=[CH:6][C:5]=12.